From a dataset of Peptide-MHC class II binding affinity with 134,281 pairs from IEDB. Regression. Given a peptide amino acid sequence and an MHC pseudo amino acid sequence, predict their binding affinity value. This is MHC class II binding data. (1) The peptide sequence is AKSSPAYPSVLGQTI. The MHC is DRB1_1101 with pseudo-sequence DRB1_1101. The binding affinity (normalized) is 0.264. (2) The MHC is HLA-DPA10103-DPB10401 with pseudo-sequence HLA-DPA10103-DPB10401. The binding affinity (normalized) is 0.364. The peptide sequence is PGKYTAYEGQRVVFI. (3) The peptide sequence is SSSSESQKGAPTVTE. The MHC is DRB1_0101 with pseudo-sequence DRB1_0101. The binding affinity (normalized) is 0.190. (4) The peptide sequence is EPGHLAPTGMFVAGA. The MHC is HLA-DQA10104-DQB10503 with pseudo-sequence HLA-DQA10104-DQB10503. The binding affinity (normalized) is 0.0589.